Predict which catalyst facilitates the given reaction. From a dataset of Catalyst prediction with 721,799 reactions and 888 catalyst types from USPTO. Reactant: [CH2:1]([O:8][C:9]([NH:11][CH2:12][CH2:13][N:14]([CH2:41][CH2:42][NH:43][C:44]([O:46][CH2:47][C:48]1[CH:53]=[CH:52][CH:51]=[CH:50][CH:49]=1)=[O:45])[CH2:15][CH2:16][CH2:17][C@H:18]([N:26](C(OC(C)(C)C)=O)C(OC(C)(C)C)=O)[C:19]([O:21]C(C)(C)C)=[O:20])=[O:10])[C:2]1[CH:7]=[CH:6]C=C[CH:3]=1.Cl.C(O[CH2:58][CH3:59])C. Product: [C:2]([C@@:18]([NH2:26])([CH2:17][CH2:16][CH2:15][N:14]([CH2:13][CH2:12][NH:11][C:9]([O:8][CH2:1][C:2]1[CH:7]=[CH:6][CH:59]=[CH:58][CH:3]=1)=[O:10])[CH2:41][CH2:42][NH:43][C:44]([O:46][CH2:47][C:48]1[CH:49]=[CH:50][CH:51]=[CH:52][CH:53]=1)=[O:45])[C:19]([OH:21])=[O:20])([CH3:7])([CH3:3])[CH3:1]. The catalyst class is: 25.